From a dataset of Full USPTO retrosynthesis dataset with 1.9M reactions from patents (1976-2016). Predict the reactants needed to synthesize the given product. The reactants are: [CH:1]1([S:6]([C:9]2[CH:10]=[C:11]([CH2:15][CH2:16][CH2:17][CH2:18][O:19][CH2:20][CH2:21][CH2:22][CH2:23][CH2:24][CH2:25][NH:26][CH2:27][C@@H:28]([C:30]3[CH:41]=[CH:40][C:33]4[O:34][C:35]([CH3:39])(C)[O:36][CH2:37][C:32]=4[CH:31]=3)[OH:29])[CH:12]=[CH:13][CH:14]=2)(=[O:8])=[O:7])[CH2:5][CH2:4][CH2:3][CH2:2]1.CC(O)=[O:44]. Given the product [C:35]([O:34][C:33]1[CH:40]=[CH:41][C:30]([C@@H:28]([OH:29])[CH2:27][NH:26][CH2:25][CH2:24][CH2:23][CH2:22][CH2:21][CH2:20][O:19][CH2:18][CH2:17][CH2:16][CH2:15][C:11]2[CH:12]=[CH:13][CH:14]=[C:9]([S:6]([CH:1]3[CH2:5][CH2:4][CH2:3][CH2:2]3)(=[O:7])=[O:8])[CH:10]=2)=[CH:31][C:32]=1[CH2:37][OH:44])(=[O:36])[CH3:39], predict the reactants needed to synthesize it.